Dataset: Forward reaction prediction with 1.9M reactions from USPTO patents (1976-2016). Task: Predict the product of the given reaction. (1) Given the reactants [CH3:1][N:2]1[CH2:15][CH2:14][C:5]2[NH:6][C:7]3[CH:8]=[CH:9][C:10]([CH3:13])=[CH:11][C:12]=3[C:4]=2[CH2:3]1.[H-].[Na+].[CH3:18][O:19][C:20]1[CH:21]=[C:22]([CH:28]2[CH2:30][O:29]2)[CH:23]=[CH:24][C:25]=1[O:26][CH3:27], predict the reaction product. The product is: [CH3:18][O:19][C:20]1[CH:21]=[C:22]([CH:28]([OH:29])[CH2:30][N:6]2[C:7]3[CH:8]=[CH:9][C:10]([CH3:13])=[CH:11][C:12]=3[C:4]3[CH2:3][N:2]([CH3:1])[CH2:15][CH2:14][C:5]2=3)[CH:23]=[CH:24][C:25]=1[O:26][CH3:27]. (2) Given the reactants [Cl:1][C:2]1[N:3]([CH2:10][C@:11]([OH:15])([CH3:14])[CH2:12][OH:13])[CH:4]=[C:5]([N+:7]([O-:9])=[O:8])[N:6]=1.C(N(CC)C(C)C)(C)C.[F:25][C:26]([F:45])([F:44])[C:27]1[CH:43]=[CH:42][C:30]([CH:31]=[N:32][N:33]2[CH2:38][CH2:37][N:36]([C:39](Cl)=[O:40])[CH2:35][CH2:34]2)=[CH:29][CH:28]=1, predict the reaction product. The product is: [F:45][C:26]([F:25])([F:44])[C:27]1[CH:43]=[CH:42][C:30]([CH:31]=[N:32][N:33]2[CH2:34][CH2:35][N:36]([C:39]([O:13][CH2:12][C@@:11]([OH:15])([CH3:14])[CH2:10][N:3]3[CH:4]=[C:5]([N+:7]([O-:9])=[O:8])[N:6]=[C:2]3[Cl:1])=[O:40])[CH2:37][CH2:38]2)=[CH:29][CH:28]=1.